This data is from Peptide-MHC class I binding affinity with 185,985 pairs from IEDB/IMGT. The task is: Regression. Given a peptide amino acid sequence and an MHC pseudo amino acid sequence, predict their binding affinity value. This is MHC class I binding data. The peptide sequence is RTWKVLSIM. The MHC is HLA-A02:01 with pseudo-sequence HLA-A02:01. The binding affinity (normalized) is 0.378.